Dataset: Human liver microsome stability data. Task: Regression/Classification. Given a drug SMILES string, predict its absorption, distribution, metabolism, or excretion properties. Task type varies by dataset: regression for continuous measurements (e.g., permeability, clearance, half-life) or binary classification for categorical outcomes (e.g., BBB penetration, CYP inhibition). Dataset: hlm. (1) The molecule is Clc1cccc(OC(c2ccccn2)[C@H]2CCNC2)c1Cl. The result is 0 (unstable in human liver microsomes). (2) The molecule is COC(=O)Nc1ccc2c(c1)NC(=O)CCC=CC[C@H](N1CCN(c3cccc(Cl)c3)CC1=O)c1nc-2c[nH]1. The result is 1 (stable in human liver microsomes).